This data is from Full USPTO retrosynthesis dataset with 1.9M reactions from patents (1976-2016). The task is: Predict the reactants needed to synthesize the given product. Given the product [Cl:25][C:22]1[CH:23]=[CH:24][C:19]([C:14]([C:11]2[CH:12]=[CH:13][C:8]3[NH:7][C:5](=[O:6])[CH2:4][N:1]=[C:26]([C:27]4[CH:28]=[CH:29][CH:30]=[CH:31][CH:32]=4)[C:9]=3[CH:10]=2)=[O:15])=[CH:20][CH:21]=1, predict the reactants needed to synthesize it. The reactants are: [N:1]([CH2:4][C:5]([NH:7][C:8]1[CH:13]=[CH:12][C:11]([C:14]2([C:19]3[CH:24]=[CH:23][C:22]([Cl:25])=[CH:21][CH:20]=3)OCC[O:15]2)=[CH:10][C:9]=1[C:26](=O)[C:27]1[CH:32]=[CH:31][CH:30]=[CH:29][CH:28]=1)=[O:6])=[N+]=[N-].